Dataset: Retrosynthesis with 50K atom-mapped reactions and 10 reaction types from USPTO. Task: Predict the reactants needed to synthesize the given product. (1) Given the product COC(=O)c1ccc(CCCN2C(=O)CCC2CCC(O)Cc2ccccc2)cc1, predict the reactants needed to synthesize it. The reactants are: COC(=O)c1ccc(CCCN2C(=O)CCC2CCC(Cc2ccccc2)O[Si](C)(C)C(C)(C)C)cc1. (2) Given the product CCCOc1cc(Cc2cnc(N)nc2N)cc(OCC)c1-c1ccc(OC)cc1, predict the reactants needed to synthesize it. The reactants are: CCCBr.CCOc1cc(Cc2cnc(N)nc2N)cc(O)c1-c1ccc(OC)cc1.